Regression. Given two drug SMILES strings and cell line genomic features, predict the synergy score measuring deviation from expected non-interaction effect. From a dataset of NCI-60 drug combinations with 297,098 pairs across 59 cell lines. (1) Drug 1: CCC1=CC2CC(C3=C(CN(C2)C1)C4=CC=CC=C4N3)(C5=C(C=C6C(=C5)C78CCN9C7C(C=CC9)(C(C(C8N6C)(C(=O)OC)O)OC(=O)C)CC)OC)C(=O)OC.C(C(C(=O)O)O)(C(=O)O)O. Drug 2: CC(C)CN1C=NC2=C1C3=CC=CC=C3N=C2N. Cell line: UO-31. Synergy scores: CSS=4.01, Synergy_ZIP=-1.71, Synergy_Bliss=-1.91, Synergy_Loewe=-2.05, Synergy_HSA=-1.69. (2) Drug 1: CN(C)C1=NC(=NC(=N1)N(C)C)N(C)C. Drug 2: CN1C2=C(C=C(C=C2)N(CCCl)CCCl)N=C1CCCC(=O)O.Cl. Cell line: RPMI-8226. Synergy scores: CSS=-14.0, Synergy_ZIP=6.01, Synergy_Bliss=-1.81, Synergy_Loewe=-15.7, Synergy_HSA=-11.8. (3) Drug 1: CC1C(C(CC(O1)OC2CC(CC3=C2C(=C4C(=C3O)C(=O)C5=C(C4=O)C(=CC=C5)OC)O)(C(=O)CO)O)N)O.Cl. Drug 2: B(C(CC(C)C)NC(=O)C(CC1=CC=CC=C1)NC(=O)C2=NC=CN=C2)(O)O. Cell line: HOP-92. Synergy scores: CSS=26.0, Synergy_ZIP=3.39, Synergy_Bliss=5.98, Synergy_Loewe=-21.5, Synergy_HSA=-3.69. (4) Drug 1: C1=CC(=CC=C1CCC2=CNC3=C2C(=O)NC(=N3)N)C(=O)NC(CCC(=O)O)C(=O)O. Drug 2: CNC(=O)C1=NC=CC(=C1)OC2=CC=C(C=C2)NC(=O)NC3=CC(=C(C=C3)Cl)C(F)(F)F. Cell line: HCC-2998. Synergy scores: CSS=38.5, Synergy_ZIP=-0.634, Synergy_Bliss=-0.842, Synergy_Loewe=-0.748, Synergy_HSA=0.136. (5) Drug 1: C1=CC(=CC=C1CCCC(=O)O)N(CCCl)CCCl. Drug 2: CN1C(=O)N2C=NC(=C2N=N1)C(=O)N. Cell line: SF-539. Synergy scores: CSS=16.3, Synergy_ZIP=-5.27, Synergy_Bliss=-5.18, Synergy_Loewe=-16.1, Synergy_HSA=-5.02.